Dataset: Reaction yield outcomes from USPTO patents with 853,638 reactions. Task: Predict the reaction yield, written as a fraction of the theoretical maximum amount of product (1.0 means a 100% yield; for example, 0.34 means a 34% yield). (1) The reactants are Br[C:2]1[CH:7]=[C:6](Br)[C:5]([O:9][CH3:10])=[CH:4][C:3]=1[O:11][CH3:12].[F:13][C:14]1[CH:19]=[CH:18][CH:17]=[CH:16][C:15]=1B(O)O.C([O-])([O-])=O.[Na+].[Na+].CO[CH2:31][CH2:32]OC. The catalyst is C1C=CC(P(C2C=CC=CC=2)C2C=CC=CC=2)=CC=1.C1C=CC(P(C2C=CC=CC=2)C2C=CC=CC=2)=CC=1.C1C=CC(P(C2C=CC=CC=2)C2C=CC=CC=2)=CC=1.C1C=CC(P(C2C=CC=CC=2)C2C=CC=CC=2)=CC=1.[Pd].C1(C)C=CC=CC=1.O. The product is [F:13][C:14]1[CH:19]=[CH:18][CH:17]=[CH:16][C:15]=1[C:2]1[CH:7]=[C:6]([C:32]2[CH:31]=[CH:17][CH:16]=[CH:15][C:14]=2[F:13])[C:5]([O:9][CH3:10])=[CH:4][C:3]=1[O:11][CH3:12]. The yield is 0.880. (2) The reactants are C[N:2](C=O)C.[CH3:6][O:7][C:8]1[CH:13]=[CH:12][C:11]([C:14]2[C:23]([C:24]3[CH:29]=[CH:28][C:27]([O:30][CH3:31])=[CH:26][CH:25]=3)=[N:22][C:21]3[C:16](=[CH:17][CH:18]=[C:19]([S:32]([OH:35])(=O)=[O:33])[CH:20]=3)[N:15]=2)=[CH:10][CH:9]=1. The catalyst is S(Cl)(Cl)=O. The product is [CH3:6][O:7][C:8]1[CH:13]=[CH:12][C:11]([C:14]2[C:23]([C:24]3[CH:29]=[CH:28][C:27]([O:30][CH3:31])=[CH:26][CH:25]=3)=[N:22][C:21]3[C:16](=[CH:17][CH:18]=[C:19]([S:32]([NH2:2])(=[O:35])=[O:33])[CH:20]=3)[N:15]=2)=[CH:10][CH:9]=1. The yield is 0.120. (3) The yield is 0.400. The reactants are [N:1]1([C:14]([O:16][C:17]([CH3:20])([CH3:19])[CH3:18])=[O:15])[CH2:6][CH2:5][N:4]([C:7](OC(Cl)(Cl)Cl)=[O:8])[CH2:3][CH2:2]1.O.[NH2:22][NH2:23].CCOC(C)=O. The catalyst is C1COCC1.[Cl-].[Na+]. The product is [NH:22]([C:7]([N:4]1[CH2:5][CH2:6][N:1]([C:14]([O:16][C:17]([CH3:20])([CH3:19])[CH3:18])=[O:15])[CH2:2][CH2:3]1)=[O:8])[NH2:23]. (4) The reactants are [C:1]([NH:8][C@@H:9]([C:12]([OH:14])=[O:13])[CH2:10][OH:11])([O:3][C:4]([CH3:7])([CH3:6])[CH3:5])=[O:2].CC(C)([O-])C.[K+].[F:21][C:22]1[CH:29]=[C:28]([F:30])[CH:27]=[CH:26][C:23]=1[CH2:24]Br. The catalyst is C1COCC1.CN(C=O)C. The product is [C:4]([O:3][C:1]([NH:8][CH:9]([CH2:10][O:11][CH2:24][C:23]1[CH:26]=[CH:27][C:28]([F:30])=[CH:29][C:22]=1[F:21])[C:12]([OH:14])=[O:13])=[O:2])([CH3:7])([CH3:6])[CH3:5]. The yield is 0.709.